From a dataset of NCI-60 drug combinations with 297,098 pairs across 59 cell lines. Regression. Given two drug SMILES strings and cell line genomic features, predict the synergy score measuring deviation from expected non-interaction effect. Drug 1: CC12CCC3C(C1CCC2=O)CC(=C)C4=CC(=O)C=CC34C. Drug 2: CC1C(C(CC(O1)OC2CC(CC3=C2C(=C4C(=C3O)C(=O)C5=C(C4=O)C(=CC=C5)OC)O)(C(=O)C)O)N)O.Cl. Cell line: OVCAR-4. Synergy scores: CSS=61.4, Synergy_ZIP=2.69, Synergy_Bliss=6.14, Synergy_Loewe=5.67, Synergy_HSA=6.60.